Dataset: NCI-60 drug combinations with 297,098 pairs across 59 cell lines. Task: Regression. Given two drug SMILES strings and cell line genomic features, predict the synergy score measuring deviation from expected non-interaction effect. (1) Drug 1: CC(CN1CC(=O)NC(=O)C1)N2CC(=O)NC(=O)C2. Drug 2: C1CN1P(=S)(N2CC2)N3CC3. Cell line: NCI/ADR-RES. Synergy scores: CSS=4.71, Synergy_ZIP=-3.77, Synergy_Bliss=-3.78, Synergy_Loewe=-7.86, Synergy_HSA=-3.65. (2) Drug 1: C1=NC2=C(N1)C(=S)N=CN2. Drug 2: CC1CCCC2(C(O2)CC(NC(=O)CC(C(C(=O)C(C1O)C)(C)C)O)C(=CC3=CSC(=N3)C)C)C. Cell line: PC-3. Synergy scores: CSS=40.2, Synergy_ZIP=-3.27, Synergy_Bliss=-4.55, Synergy_Loewe=-12.7, Synergy_HSA=-3.11. (3) Drug 1: CCC1=CC2CC(C3=C(CN(C2)C1)C4=CC=CC=C4N3)(C5=C(C=C6C(=C5)C78CCN9C7C(C=CC9)(C(C(C8N6C)(C(=O)OC)O)OC(=O)C)CC)OC)C(=O)OC.C(C(C(=O)O)O)(C(=O)O)O. Drug 2: CCC(=C(C1=CC=CC=C1)C2=CC=C(C=C2)OCCN(C)C)C3=CC=CC=C3.C(C(=O)O)C(CC(=O)O)(C(=O)O)O. Cell line: IGROV1. Synergy scores: CSS=46.0, Synergy_ZIP=4.24, Synergy_Bliss=9.25, Synergy_Loewe=-8.06, Synergy_HSA=11.1. (4) Drug 1: CC1=CC=C(C=C1)C2=CC(=NN2C3=CC=C(C=C3)S(=O)(=O)N)C(F)(F)F. Drug 2: B(C(CC(C)C)NC(=O)C(CC1=CC=CC=C1)NC(=O)C2=NC=CN=C2)(O)O. Cell line: U251. Synergy scores: CSS=19.4, Synergy_ZIP=0.332, Synergy_Bliss=-0.581, Synergy_Loewe=-53.2, Synergy_HSA=-1.36. (5) Drug 1: COC1=C(C=C2C(=C1)N=CN=C2NC3=CC(=C(C=C3)F)Cl)OCCCN4CCOCC4. Drug 2: CC1=C(C(=CC=C1)Cl)NC(=O)C2=CN=C(S2)NC3=CC(=NC(=N3)C)N4CCN(CC4)CCO. Cell line: OVCAR-5. Synergy scores: CSS=64.0, Synergy_ZIP=2.43, Synergy_Bliss=8.14, Synergy_Loewe=7.07, Synergy_HSA=7.25. (6) Drug 1: C1=CC(=CC=C1CCC2=CNC3=C2C(=O)NC(=N3)N)C(=O)NC(CCC(=O)O)C(=O)O. Drug 2: C(CC(=O)O)C(=O)CN.Cl. Cell line: HOP-62. Synergy scores: CSS=24.6, Synergy_ZIP=-7.63, Synergy_Bliss=-7.12, Synergy_Loewe=-34.7, Synergy_HSA=-4.07. (7) Drug 1: C1CN(CCN1C(=O)CCBr)C(=O)CCBr. Drug 2: CC1C(C(CC(O1)OC2CC(CC3=C2C(=C4C(=C3O)C(=O)C5=CC=CC=C5C4=O)O)(C(=O)C)O)N)O. Cell line: SF-295. Synergy scores: CSS=42.5, Synergy_ZIP=-5.31, Synergy_Bliss=-2.53, Synergy_Loewe=-10.1, Synergy_HSA=0.371. (8) Drug 1: CC1CCC2CC(C(=CC=CC=CC(CC(C(=O)C(C(C(=CC(C(=O)CC(OC(=O)C3CCCCN3C(=O)C(=O)C1(O2)O)C(C)CC4CCC(C(C4)OC)O)C)C)O)OC)C)C)C)OC. Drug 2: C1=CN(C=N1)CC(O)(P(=O)(O)O)P(=O)(O)O. Cell line: OVCAR-5. Synergy scores: CSS=20.0, Synergy_ZIP=-6.32, Synergy_Bliss=-2.78, Synergy_Loewe=-39.9, Synergy_HSA=-1.37. (9) Drug 1: CC1C(C(CC(O1)OC2CC(CC3=C2C(=C4C(=C3O)C(=O)C5=C(C4=O)C(=CC=C5)OC)O)(C(=O)CO)O)N)O.Cl. Drug 2: C1CCN(CC1)CCOC2=CC=C(C=C2)C(=O)C3=C(SC4=C3C=CC(=C4)O)C5=CC=C(C=C5)O. Cell line: HCT116. Synergy scores: CSS=4.30, Synergy_ZIP=3.54, Synergy_Bliss=4.12, Synergy_Loewe=5.34, Synergy_HSA=0.00584. (10) Drug 1: C1=CN(C(=O)N=C1N)C2C(C(C(O2)CO)O)O.Cl. Drug 2: CC(C)(C#N)C1=CC(=CC(=C1)CN2C=NC=N2)C(C)(C)C#N. Cell line: EKVX. Synergy scores: CSS=4.66, Synergy_ZIP=-2.12, Synergy_Bliss=1.46, Synergy_Loewe=-0.700, Synergy_HSA=0.139.